This data is from Forward reaction prediction with 1.9M reactions from USPTO patents (1976-2016). The task is: Predict the product of the given reaction. (1) Given the reactants [CH:1]([C:4]1[CH:9]=[CH:8][C:7]([CH:10]([C:14]2([CH3:19])OCC[O:15]2)[C:11]([NH2:13])=[O:12])=[CH:6][CH:5]=1)([CH3:3])[CH3:2].C1(C)C=CC(S(O)(=O)=O)=CC=1, predict the reaction product. The product is: [CH:1]([C:4]1[CH:9]=[CH:8][C:7]([CH:10]([C:14](=[O:15])[CH3:19])[C:11]([NH2:13])=[O:12])=[CH:6][CH:5]=1)([CH3:3])[CH3:2]. (2) Given the reactants [Cl:1][C:2]1[N:10]=[C:9]2[C:5]([N:6]=[C:7]([CH:12]=O)[N:8]2[CH3:11])=[C:4]([N:14]2[CH2:19][CH2:18][O:17][CH2:16][C@@H:15]2[CH3:20])[N:3]=1.[NH:21]1[CH2:26][CH2:25][CH:24]([C:27]([OH:30])([CH3:29])[CH3:28])[CH2:23][CH2:22]1.C(O[BH-](OC(=O)C)OC(=O)C)(=O)C.[Na+], predict the reaction product. The product is: [Cl:1][C:2]1[N:10]=[C:9]2[C:5]([N:6]=[C:7]([CH2:12][N:21]3[CH2:26][CH2:25][CH:24]([C:27]([OH:30])([CH3:29])[CH3:28])[CH2:23][CH2:22]3)[N:8]2[CH3:11])=[C:4]([N:14]2[CH2:19][CH2:18][O:17][CH2:16][C@@H:15]2[CH3:20])[N:3]=1. (3) Given the reactants [NH2:1][C@H:2]1[C@:12]2([CH3:14])[O:13][C@@:4]3([C@H:15]4[C@H:8]([N:9]([C:17]5[CH:24]=[CH:23][C:20]([C:21]#[N:22])=[C:19]([C:25]([F:28])([F:27])[F:26])[CH:18]=5)[C:10](=[O:16])[C@@H:11]24)[O:7][CH2:6][CH2:5]3)[CH2:3]1.[C:29](N1C=CN=C1)(N1C=CN=C1)=[O:30].[CH3:41][OH:42].C[O-].[Na+], predict the reaction product. The product is: [C:21]([C:20]1[CH:23]=[CH:24][C:17]([N:9]2[C@H:8]3[C@H:15]4[C@H:11]([C@@:12]5([CH3:14])[O:13][C@:4]4([CH2:5][CH2:6][O:7]3)[CH2:3][C@H:2]5[NH:1][C:29](=[O:30])[O:42][CH3:41])[C:10]2=[O:16])=[CH:18][C:19]=1[C:25]([F:26])([F:27])[F:28])#[N:22]. (4) Given the reactants [CH3:1][O:2][C:3]1[C:8]([C:9]([F:12])([F:11])[F:10])=[CH:7][CH:6]=[CH:5][C:4]=1[C:13]1[CH:18]=[CH:17][N:16]=[CH:15][CH:14]=1.Cl, predict the reaction product. The product is: [CH3:1][O:2][C:3]1[C:8]([C:9]([F:10])([F:12])[F:11])=[CH:7][CH:6]=[CH:5][C:4]=1[CH:13]1[CH2:18][CH2:17][NH:16][CH2:15][CH2:14]1. (5) Given the reactants [OH:1][CH:2]1[CH:7]([C:8]2[CH:13]=[CH:12][C:11]([O:14][CH2:15][CH2:16][CH2:17][O:18][CH2:19][C:20]3[S:21][CH:22]=[CH:23][CH:24]=3)=[CH:10][CH:9]=2)[CH2:6][CH2:5][N:4]([C:25]([O:27][C:28]([CH3:31])([CH3:30])[CH3:29])=[O:26])[CH2:3]1.[CH3:32][S:33][C:34]1[CH:41]=[CH:40][C:37]([CH2:38]Cl)=[CH:36][CH:35]=1, predict the reaction product. The product is: [CH3:32][S:33][C:34]1[CH:41]=[CH:40][C:37]([CH2:38][O:1][CH:2]2[CH:7]([C:8]3[CH:9]=[CH:10][C:11]([O:14][CH2:15][CH2:16][CH2:17][O:18][CH2:19][C:20]4[S:21][CH:22]=[CH:23][CH:24]=4)=[CH:12][CH:13]=3)[CH2:6][CH2:5][N:4]([C:25]([O:27][C:28]([CH3:31])([CH3:30])[CH3:29])=[O:26])[CH2:3]2)=[CH:36][CH:35]=1. (6) Given the reactants N#N.[CH3:3][O:4][C:5]1[CH:6]=[C:7]([C:15]2[C:16]([C:21]([OH:23])=O)=[CH:17][CH:18]=[CH:19][CH:20]=2)[CH:8]=[C:9]([O:13][CH3:14])[C:10]=1[O:11][CH3:12].C(Cl)(=O)C([Cl:27])=O, predict the reaction product. The product is: [CH3:3][O:4][C:5]1[CH:6]=[C:7]([C:15]2[C:16]([C:21]([Cl:27])=[O:23])=[CH:17][CH:18]=[CH:19][CH:20]=2)[CH:8]=[C:9]([O:13][CH3:14])[C:10]=1[O:11][CH3:12]. (7) The product is: [F:16][C:12]1[C:13]([F:15])=[CH:14][C:9]([O:8][CH2:7][C:6]([OH:19])=[O:5])=[C:10]([OH:17])[CH:11]=1. Given the reactants C([O:5][C:6](=[O:19])[CH2:7][O:8][C:9]1[CH:14]=[C:13]([F:15])[C:12]([F:16])=[CH:11][C:10]=1[O:17]C)(C)(C)C.[Cl-].[Li+], predict the reaction product.